Dataset: Full USPTO retrosynthesis dataset with 1.9M reactions from patents (1976-2016). Task: Predict the reactants needed to synthesize the given product. (1) Given the product [Cl:21][C:14]1[N:15]=[CH:16][C:17]2[NH:18][C:4](=[O:3])[C:5]([F:23])([F:22])[CH2:6][N:7]([CH:8]3[CH2:11][CH2:10][CH2:9]3)[C:12]=2[N:13]=1, predict the reactants needed to synthesize it. The reactants are: C([O:3][C:4](=O)[C:5]([F:23])([F:22])[CH2:6][N:7]([C:12]1[C:17]([N+:18]([O-])=O)=[CH:16][N:15]=[C:14]([Cl:21])[N:13]=1)[CH:8]1[CH2:11][CH2:10][CH2:9]1)C. (2) Given the product [Si:11]([O:10][CH2:9][CH2:8][CH2:7][NH:5][CH2:1][CH2:2][CH2:3][CH3:4])([C:14]([CH3:15])([CH3:16])[CH3:17])([CH3:13])[CH3:12], predict the reactants needed to synthesize it. The reactants are: [CH2:1]([NH2:5])[CH2:2][CH2:3][CH3:4].Br[CH2:7][CH2:8][CH2:9][O:10][Si:11]([C:14]([CH3:17])([CH3:16])[CH3:15])([CH3:13])[CH3:12]. (3) Given the product [F:1][C:2]1[CH:7]=[CH:6][C:5]([N:8]2[C:25](=[O:26])[CH:10]([CH2:11][CH2:12][CH:13]([OH:14])[C:19]3[CH:20]=[CH:21][CH:22]=[CH:23][CH:24]=3)[CH:9]2[C:39]2[CH:46]=[CH:45][C:42]([C:43]#[N:44])=[CH:41][CH:40]=2)=[CH:4][CH:3]=1, predict the reactants needed to synthesize it. The reactants are: [F:1][C:2]1[CH:7]=[CH:6][C:5]([NH:8][CH:9]([C:39]2[CH:46]=[CH:45][C:42]([C:43]#[N:44])=[CH:41][CH:40]=2)[CH:10]([C:25](N2C(C3C=CC=CC=3)COC2=O)=[O:26])[CH2:11][CH2:12][CH:13]([C:19]2[CH:24]=[CH:23][CH:22]=[CH:21][CH:20]=2)[O:14][Si](C)(C)C)=[CH:4][CH:3]=1.O.O.O.[F-].C([N+](CCCC)(CCCC)CCCC)CCC.C(O)(=O)C. (4) The reactants are: C(O[CH2:5]/[CH:6]=[CH:7]/[C:8]1[CH:17]=[C:16]2[C:11]([C:12]([NH:20][C:21]3[CH:26]=[CH:25][C:24]([S:27][C:28]4[N:29]([CH3:33])[CH:30]=[CH:31][N:32]=4)=[C:23]([Cl:34])[CH:22]=3)=[C:13]([C:18]#[N:19])[CH:14]=[N:15]2)=[CH:10][CH:9]=1)(=O)C.[CH2:35]([N:37]1[CH2:42][CH2:41][NH:40][CH2:39][CH2:38]1)[CH3:36]. Given the product [Cl:34][C:23]1[CH:22]=[C:21]([NH:20][C:12]2[C:11]3[C:16](=[CH:17][C:8](/[CH:7]=[CH:6]/[CH2:5][N:40]4[CH2:41][CH2:42][N:37]([CH2:35][CH3:36])[CH2:38][CH2:39]4)=[CH:9][CH:10]=3)[N:15]=[CH:14][C:13]=2[C:18]#[N:19])[CH:26]=[CH:25][C:24]=1[S:27][C:28]1[N:29]([CH3:33])[CH:30]=[CH:31][N:32]=1, predict the reactants needed to synthesize it. (5) Given the product [CH3:1][O:2][C:3](=[O:21])[C:4]1[CH:9]=[C:8]([C:10](=[N:27][NH:26][C:25]([O:24][CH2:22][CH3:23])=[O:28])[CH3:11])[C:7]([C:13]([F:16])([F:15])[F:14])=[CH:6][C:5]=1[NH:17][C:18](=[O:20])[CH3:19], predict the reactants needed to synthesize it. The reactants are: [CH3:1][O:2][C:3](=[O:21])[C:4]1[CH:9]=[C:8]([C:10](=O)[CH3:11])[C:7]([C:13]([F:16])([F:15])[F:14])=[CH:6][C:5]=1[NH:17][C:18](=[O:20])[CH3:19].[CH2:22]([O:24][C:25](=[O:28])[NH:26][NH2:27])[CH3:23].CC1C=CC(S(N)(=O)=O)=CC=1. (6) Given the product [CH3:54][O:53][C:51](=[O:52])[C:50]1[CH:55]=[CH:56][C:47]([N:46]([C@@H:33]([C:29]2[CH:30]=[CH:31][CH:32]=[C:27]([O:26][CH2:25][O:24][CH3:23])[CH:28]=2)[CH2:34][N:35]2[CH2:39][CH2:38][C@H:37]([O:40][CH2:41][O:42][CH3:43])[CH2:36]2)[CH3:45])=[CH:48][CH:49]=1, predict the reactants needed to synthesize it. The reactants are: COCOC1C=C([C@@H](N2CC[C@H](OCOC)C2)CO)C=CC=1.[CH3:23][O:24][CH2:25][O:26][C:27]1[CH:28]=[C:29]([C@H:33](O)[CH2:34][N:35]2[CH2:39][CH2:38][C@H:37]([O:40][CH2:41][O:42][CH3:43])[CH2:36]2)[CH:30]=[CH:31][CH:32]=1.[CH3:45][NH:46][C:47]1[CH:56]=[CH:55][C:50]([C:51]([O:53][CH3:54])=[O:52])=[CH:49][CH:48]=1. (7) The reactants are: [CH3:1][O:2][C:3]1[CH:8]=[CH:7][C:6]([CH2:9][CH2:10][NH2:11])=[CH:5][CH:4]=1.[CH3:12][O:13][C:14]1[CH:22]=[CH:21][C:17]([C:18](O)=[O:19])=[CH:16][C:15]=1[N+:23]([O-:25])=[O:24]. Given the product [CH3:12][O:13][C:14]1[CH:22]=[CH:21][C:17]([C:18]([NH:11][CH2:10][CH2:9][C:6]2[CH:7]=[CH:8][C:3]([O:2][CH3:1])=[CH:4][CH:5]=2)=[O:19])=[CH:16][C:15]=1[N+:23]([O-:25])=[O:24], predict the reactants needed to synthesize it.